Dataset: Catalyst prediction with 721,799 reactions and 888 catalyst types from USPTO. Task: Predict which catalyst facilitates the given reaction. (1) Reactant: [NH2:1][C:2]1[CH:30]=[CH:29][C:5]([O:6][C:7]2[CH:12]=[CH:11][N:10]=[C:9]([NH:13][C:14](=[O:28])[N:15]([CH:17]3[CH2:22][CH2:21][N:20]([CH2:23][CH2:24][N:25]([CH3:27])[CH3:26])[CH2:19][CH2:18]3)[CH3:16])[CH:8]=2)=[CH:4][CH:3]=1.[F:31][C:32]1[CH:37]=[CH:36][C:35]([CH2:38][C:39]([N:41]=[C:42]=[O:43])=[O:40])=[CH:34][CH:33]=1.C(OCC)C.CCCCCC. Product: [CH3:27][N:25]([CH3:26])[CH2:24][CH2:23][N:20]1[CH2:21][CH2:22][CH:17]([N:15]([CH3:16])[C:14]([NH:13][C:9]2[CH:8]=[C:7]([O:6][C:5]3[CH:4]=[CH:3][C:2]([NH:1][C:42]([NH:41][C:39](=[O:40])[CH2:38][C:35]4[CH:36]=[CH:37][C:32]([F:31])=[CH:33][CH:34]=4)=[O:43])=[CH:30][CH:29]=3)[CH:12]=[CH:11][N:10]=2)=[O:28])[CH2:18][CH2:19]1. The catalyst class is: 7. (2) Reactant: [CH3:1][C:2]1([CH3:27])[O:6][C@@H:5]([C@H:7]([CH2:22][CH:23]([CH3:25])[CH3:24])[C:8]([O:10]C2C(F)=C(F)C(F)=C(F)C=2F)=O)[C:4](=[O:26])[O:3]1.ONC(=O)[C@@H](O)[C@@H](C(N1CCN(C2C=CC=CN=2)CC1)=O)CC(C)C.ONC(=O)[C@@H](O)[C@@H](C([N:64]1[CH2:69][CH2:68][N:67]([C:70]2[CH:75]=[CH:74][CH:73]=[CH:72][N:71]=2)[CH2:66][C@H:65]1[CH3:76])=O)CC(C)C.O. Product: [CH3:27][C:2]1([CH3:1])[O:3][C:4](=[O:26])[C@H:5]([C@@H:7]([C:8]([N:64]2[CH2:69][CH2:68][N:67]([C:70]3[CH:75]=[CH:74][CH:73]=[CH:72][N:71]=3)[CH2:66][C@@H:65]2[CH3:76])=[O:10])[CH2:22][CH:23]([CH3:24])[CH3:25])[O:6]1. The catalyst class is: 3. (3) Reactant: [NH2:1][N:2]1[C:11]2[C:6](=[CH:7][CH:8]=[CH:9][CH:10]=2)[C:5]([OH:12])=[CH:4][C:3]1=[O:13].[C:14]1(=O)[CH2:17][CH2:16][CH2:15]1.C(O)(=O)C.C([BH3-])#N.[Na+]. Product: [CH:14]1([NH:1][N:2]2[C:11]3[C:6](=[CH:7][CH:8]=[CH:9][CH:10]=3)[C:5]([OH:12])=[CH:4][C:3]2=[O:13])[CH2:17][CH2:16][CH2:15]1. The catalyst class is: 5. (4) The catalyst class is: 10. Product: [Br:1][C:2]1[N:10]=[CH:9][C:8]2[N:7]([CH2:12][O:13][CH2:14][CH2:15][Si:16]([CH3:17])([CH3:18])[CH3:19])[C:6]3[N:20]=[CH:21][CH:22]=[C:23]([Cl:24])[C:5]=3[C:4]=2[CH:3]=1. Reactant: [Br:1][C:2]1[N+:10]([O-])=[CH:9][C:8]2[N:7]([CH2:12][O:13][CH2:14][CH2:15][Si:16]([CH3:19])([CH3:18])[CH3:17])[C:6]3[N:20]=[CH:21][CH:22]=[C:23]([Cl:24])[C:5]=3[C:4]=2[CH:3]=1.BrC1[N+]([O-])=CC2N(COCC[Si](C)(C)C)C3N=C(Cl)C=CC=3C=2C=1.C(N(CC)CC)C. (5) Reactant: [F:1][C:2]1[N:7]=[CH:6][C:5]([OH:8])=[CH:4][CH:3]=1.[OH:9][C:10]([CH3:25])([CH3:24])[CH2:11][CH2:12]OS(C1C=CC(C)=CC=1)(=O)=O.C(=O)([O-])[O-].[Cs+].[Cs+]. Product: [F:1][C:2]1[N:7]=[CH:6][C:5]([O:8][CH2:12][CH2:11][C:10]([CH3:25])([OH:9])[CH3:24])=[CH:4][CH:3]=1. The catalyst class is: 35. (6) Reactant: [CH3:1][C:2]([CH3:20])([CH3:19])[CH2:3][O:4][C:5]1[C:14]2[C:9](=[CH:10][CH:11]=[C:12]([CH:15]=O)[CH:13]=2)[N:8]=[CH:7][C:6]=1[C:17]#[N:18].[CH:21]1([NH:24][C:25]2[S:26][CH2:27][C:28](=[O:30])[N:29]=2)[CH2:23][CH2:22]1.C([O-])(=O)C.[Na+]. Product: [CH:21]1([NH:24][C:25]2[S:26]/[C:27](=[CH:15]\[C:12]3[CH:13]=[C:14]4[C:9](=[CH:10][CH:11]=3)[N:8]=[CH:7][C:6]([C:17]#[N:18])=[C:5]4[O:4][CH2:3][C:2]([CH3:20])([CH3:19])[CH3:1])/[C:28](=[O:30])[N:29]=2)[CH2:23][CH2:22]1. The catalyst class is: 15.